From a dataset of Full USPTO retrosynthesis dataset with 1.9M reactions from patents (1976-2016). Predict the reactants needed to synthesize the given product. The reactants are: [OH:1][C:2]1[CH:3]=[C:4]([CH:7]=[CH:8][C:9]=1[OH:10])[CH:5]=[O:6].[CH2:11](Br)[C:12]1[CH:17]=[CH:16][CH:15]=[CH:14][CH:13]=1.C([O-])([O-])=O.[K+].[K+]. Given the product [CH2:11]([O:10][C:9]1[CH:8]=[CH:7][C:4]([CH:5]=[O:6])=[CH:3][C:2]=1[OH:1])[C:12]1[CH:17]=[CH:16][CH:15]=[CH:14][CH:13]=1, predict the reactants needed to synthesize it.